Dataset: Reaction yield outcomes from USPTO patents with 853,638 reactions. Task: Predict the reaction yield, written as a fraction of the theoretical maximum amount of product (1.0 means a 100% yield; for example, 0.34 means a 34% yield). The reactants are C(OC(=O)[NH:7][CH:8]([C:10]1[CH:15]=[CH:14][C:13]([C:16](=[O:24])[NH:17][C:18]2[CH:23]=[CH:22][N:21]=[CH:20][CH:19]=2)=[CH:12][C:11]=1[N+:25]([O-:27])=[O:26])[CH3:9])(C)(C)C.[ClH:29]. No catalyst specified. The product is [ClH:29].[ClH:29].[NH2:7][CH:8]([C:10]1[CH:15]=[CH:14][C:13]([C:16]([NH:17][C:18]2[CH:23]=[CH:22][N:21]=[CH:20][CH:19]=2)=[O:24])=[CH:12][C:11]=1[N+:25]([O-:27])=[O:26])[CH3:9]. The yield is 0.460.